Dataset: Reaction yield outcomes from USPTO patents with 853,638 reactions. Task: Predict the reaction yield, written as a fraction of the theoretical maximum amount of product (1.0 means a 100% yield; for example, 0.34 means a 34% yield). The reactants are Cl[C:2]1[N:7]2[N:8]=[C:9]([CH3:11])[CH:10]=[C:6]2[N:5]=[C:4]([NH:12][C:13](=[O:24])[C:14]2[CH:19]=[CH:18][C:17]([C:20]([OH:23])([CH3:22])[CH3:21])=[CH:16][CH:15]=2)[CH:3]=1.[OH:25][CH2:26][CH2:27][NH:28][C:29]([CH:31]1[CH2:36][CH2:35][CH2:34][NH:33][CH2:32]1)=[O:30].C(N(CC)C(C)C)(C)C. The catalyst is CN(C=O)C.CS(C)=O.CO. The product is [OH:25][CH2:26][CH2:27][NH:28][C:29]([CH:31]1[CH2:36][CH2:35][CH2:34][N:33]([C:2]2[N:7]3[N:8]=[C:9]([CH3:11])[CH:10]=[C:6]3[N:5]=[C:4]([NH:12][C:13](=[O:24])[C:14]3[CH:19]=[CH:18][C:17]([C:20]([OH:23])([CH3:22])[CH3:21])=[CH:16][CH:15]=3)[CH:3]=2)[CH2:32]1)=[O:30]. The yield is 0.470.